Dataset: Peptide-MHC class I binding affinity with 185,985 pairs from IEDB/IMGT. Task: Regression. Given a peptide amino acid sequence and an MHC pseudo amino acid sequence, predict their binding affinity value. This is MHC class I binding data. (1) The peptide sequence is ENLKSLYNTV. The MHC is Mamu-B08 with pseudo-sequence Mamu-B08. The binding affinity (normalized) is 0.0375. (2) The peptide sequence is ITMVNSLTY. The MHC is HLA-A02:01 with pseudo-sequence HLA-A02:01. The binding affinity (normalized) is 0.0847.